Dataset: Full USPTO retrosynthesis dataset with 1.9M reactions from patents (1976-2016). Task: Predict the reactants needed to synthesize the given product. (1) Given the product [Cl:1][C:2]1[CH:7]=[CH:6][C:5]([CH2:8][CH2:9][C:10]([OH:12])=[O:11])=[CH:4][C:3]=1[NH:17][C:18](=[O:33])[CH:19]([N:26]1[CH2:27][CH2:28][CH:29]([CH3:32])[CH2:30][CH2:31]1)[CH:20]([CH3:25])[C:21]([F:24])([F:23])[F:22], predict the reactants needed to synthesize it. The reactants are: [Cl:1][C:2]1[CH:7]=[CH:6][C:5]([CH2:8][CH2:9][C:10]([O:12]C(C)(C)C)=[O:11])=[CH:4][C:3]=1[NH:17][C:18](=[O:33])[CH:19]([N:26]1[CH2:31][CH2:30][CH:29]([CH3:32])[CH2:28][CH2:27]1)[CH:20]([CH3:25])[C:21]([F:24])([F:23])[F:22].FC(F)(F)C(O)=O. (2) Given the product [CH3:9][C:2]([S:10]([C:11]1[CH:20]=[CH:19][C:14]2[N:15]=[C:16]([NH2:18])[S:17][C:13]=2[CH:12]=1)(=[O:25])=[O:29])([CH3:1])[CH2:3][N:4]1[CH2:8][CH2:7][CH2:6][CH2:5]1, predict the reactants needed to synthesize it. The reactants are: [CH3:1][C:2]([S:10][C:11]1[CH:20]=[CH:19][C:14]2[N:15]=[C:16]([NH2:18])[S:17][C:13]=2[CH:12]=1)([CH3:9])[CH2:3][N:4]1[CH2:8][CH2:7][CH2:6][CH2:5]1.Cl.OO.C(=O)([O-])[OH:25].[Na+].[OH2:29]. (3) Given the product [Cl:29][C:30]1[CH:31]=[C:32]([CH:46]=[CH:47][C:48]=1[Cl:49])[CH2:33][N:34]([CH3:45])[C:35]([C:37]1[CH2:38][N:26]([CH2:25][C:24]([CH3:28])([CH3:27])[CH3:23])[C:40](=[O:43])[C:41]=1[OH:42])=[O:36], predict the reactants needed to synthesize it. The reactants are: COC(=O)C(O)=CC(=O)N(CC1C=CC(Cl)=C(Cl)C=1)C.C=O.[CH3:23][C:24]([CH3:28])([CH3:27])[CH2:25][NH2:26].[Cl:29][C:30]1[CH:31]=[C:32]([CH:46]=[CH:47][C:48]=1[Cl:49])[CH2:33][N:34]([CH3:45])[C:35]([C:37]1[CH2:38]N(C)[C:40](=[O:43])[C:41]=1[OH:42])=[O:36]. (4) Given the product [Cl:7][C:8]1[C:9]([CH2:10][OH:11])=[CH:13][CH:14]=[C:15]([Cl:17])[N:16]=1, predict the reactants needed to synthesize it. The reactants are: [H-].[Al+3].[Li+].[H-].[H-].[H-].[Cl:7][C:8]1[N:16]=[C:15]([Cl:17])[CH:14]=[CH:13][C:9]=1[C:10](O)=[O:11].N.CO. (5) Given the product [N:16]1([C:46]([C:41]2[N:42]=[CH:43][CH:44]=[CH:45][C:40]=2[C:38]([NH:37][C:35]2[CH:34]=[CH:33][N:32]3[CH:49]=[C:29]([C:23]4[CH:24]=[CH:25][CH:26]=[CH:27][CH:28]=4)[N:30]=[C:31]3[N:36]=2)=[O:39])=[O:48])[CH2:13][CH2:12][CH2:11]1, predict the reactants needed to synthesize it. The reactants are: CN(C(O[N:16]1N=[N:16][C:11]2[CH:12]=[CH:13][CH:13]=[CH:12][C:11]1=2)=[N+](C)C)C.[B-](F)(F)(F)F.[C:23]1([C:29]2[N:30]=[C:31]3[N:36]=[C:35]([NH:37][C:38]([C:40]4[C:41]([C:46]([OH:48])=O)=[N:42][CH:43]=[CH:44][CH:45]=4)=[O:39])[CH:34]=[CH:33][N:32]3[CH:49]=2)[CH:28]=[CH:27][CH:26]=[CH:25][CH:24]=1.C(N(C(C)C)CC)(C)C.N1CCC1. (6) Given the product [NH2:21][CH2:22][C@@H:23]1[CH2:28][CH2:27][C@H:26]([NH:29][C:2]2[N:7]=[C:6]([N:8]([CH3:10])[CH3:9])[C:5]([CH3:11])=[CH:4][N:3]=2)[CH2:25][CH2:24]1, predict the reactants needed to synthesize it. The reactants are: Cl[C:2]1[N:7]=[C:6]([N:8]([CH3:10])[CH3:9])[C:5]([CH3:11])=[CH:4][N:3]=1.C(OC(=O)[NH:21][CH2:22][C@H:23]1[CH2:28][CH2:27][C@@H:26]([NH2:29])[CH2:25][CH2:24]1)C1C=CC=CC=1.C([O-])(O)=O.[Na+].